Dataset: Full USPTO retrosynthesis dataset with 1.9M reactions from patents (1976-2016). Task: Predict the reactants needed to synthesize the given product. (1) Given the product [NH2:6][C:5](=[N:1][OH:2])[C:7]1[CH:8]=[CH:9][C:10]([C:13]2[CH:27]=[CH:26][C:16]([O:17][CH2:18][C:19]([CH3:25])([CH3:24])[C:20]([O:22][CH3:23])=[O:21])=[CH:15][CH:14]=2)=[N:11][CH:12]=1, predict the reactants needed to synthesize it. The reactants are: [NH2:1][OH:2].CO.[C:5]([C:7]1[CH:8]=[CH:9][C:10]([C:13]2[CH:27]=[CH:26][C:16]([O:17][CH2:18][C:19]([CH3:25])([CH3:24])[C:20]([O:22][CH3:23])=[O:21])=[CH:15][CH:14]=2)=[N:11][CH:12]=1)#[N:6]. (2) Given the product [F:1][CH:2]([F:23])[O:3][C:4]1[CH:5]=[C:6]([OH:24])[CH:7]=[C:8]([CH:10]2[O:14][CH2:13][CH2:12][O:11]2)[CH:9]=1, predict the reactants needed to synthesize it. The reactants are: [F:1][CH:2]([F:23])[O:3][C:4]1[CH:5]=[C:6](B2OCC(C)(C)CO2)[CH:7]=[C:8]([CH:10]2[O:14][CH2:13][CH2:12][O:11]2)[CH:9]=1.[OH-:24].[Na+].OO.Cl. (3) Given the product [CH3:3][O:4][C:5]1[CH:6]=[CH:7][C:8]([CH2:9][N:10]2[CH:14]=[C:13]([C:15]([OH:17])=[O:16])[C:12]([CH3:20])=[N:11]2)=[CH:21][CH:22]=1, predict the reactants needed to synthesize it. The reactants are: [OH-].[Na+].[CH3:3][O:4][C:5]1[CH:22]=[CH:21][C:8]([CH2:9][N:10]2[CH:14]=[C:13]([C:15]([O:17]CC)=[O:16])[C:12]([CH3:20])=[N:11]2)=[CH:7][CH:6]=1. (4) Given the product [F:1][C:2]1[CH:7]=[CH:6][C:5]([C:8]2[N:13]=[C:12]([NH:14][C:15]3[CH:20]=[CH:19][C:18]([S:30]([CH3:34])(=[O:32])=[O:29])=[CH:17][CH:16]=3)[C:11]3[C:23]([CH3:27])=[N:24][N:25]([CH3:26])[C:10]=3[CH:9]=2)=[CH:4][CH:3]=1, predict the reactants needed to synthesize it. The reactants are: [F:1][C:2]1[CH:7]=[CH:6][C:5]([C:8]2[N:13]=[C:12]([NH:14][C:15]3[CH:20]=[CH:19][C:18](SC)=[CH:17][CH:16]=3)[C:11]3[C:23]([CH3:27])=[N:24][N:25]([CH3:26])[C:10]=3[CH:9]=2)=[CH:4][CH:3]=1.O[O:29][S:30]([O-:32])=O.[K+].[CH3:34]C(C)=O. (5) Given the product [CH3:1][C:2]([C:6]1[CH:7]=[C:8]2[C:9](=[CH:10][CH:11]=1)[C:19](=[O:18])[CH2:13][CH2:12]2)([CH3:5])[C:3]#[N:4], predict the reactants needed to synthesize it. The reactants are: [CH3:1][C:2]([C:6]1[CH:11]=[CH:10][CH:9]=[C:8]([C:12]#[C:13][Si](C)(C)C)[CH:7]=1)([CH3:5])[C:3]#[N:4].[OH2:18].[C:19]1(P(C2C=CC=CC=2)C2C=CC=CC=2)C=CC=CC=1.